From a dataset of NCI-60 drug combinations with 297,098 pairs across 59 cell lines. Regression. Given two drug SMILES strings and cell line genomic features, predict the synergy score measuring deviation from expected non-interaction effect. (1) Cell line: SF-539. Drug 2: CC(C)(C#N)C1=CC(=CC(=C1)CN2C=NC=N2)C(C)(C)C#N. Drug 1: C1CC(=O)NC(=O)C1N2CC3=C(C2=O)C=CC=C3N. Synergy scores: CSS=0.322, Synergy_ZIP=-3.05, Synergy_Bliss=-6.68, Synergy_Loewe=-3.14, Synergy_HSA=-3.62. (2) Drug 1: CC1OCC2C(O1)C(C(C(O2)OC3C4COC(=O)C4C(C5=CC6=C(C=C35)OCO6)C7=CC(=C(C(=C7)OC)O)OC)O)O. Drug 2: CC(C)CN1C=NC2=C1C3=CC=CC=C3N=C2N. Cell line: A549. Synergy scores: CSS=35.7, Synergy_ZIP=0.519, Synergy_Bliss=0.438, Synergy_Loewe=-5.49, Synergy_HSA=-0.403. (3) Drug 1: CCC1=C2CN3C(=CC4=C(C3=O)COC(=O)C4(CC)O)C2=NC5=C1C=C(C=C5)O. Drug 2: CN1C2=C(C=C(C=C2)N(CCCl)CCCl)N=C1CCCC(=O)O.Cl. Cell line: OVCAR-4. Synergy scores: CSS=3.60, Synergy_ZIP=-1.50, Synergy_Bliss=-2.52, Synergy_Loewe=-24.5, Synergy_HSA=-2.59. (4) Drug 1: CC1CCC2CC(C(=CC=CC=CC(CC(C(=O)C(C(C(=CC(C(=O)CC(OC(=O)C3CCCCN3C(=O)C(=O)C1(O2)O)C(C)CC4CCC(C(C4)OC)OCCO)C)C)O)OC)C)C)C)OC. Drug 2: C1C(C(OC1N2C=NC3=C2NC=NCC3O)CO)O. Cell line: CCRF-CEM. Synergy scores: CSS=20.2, Synergy_ZIP=0.835, Synergy_Bliss=3.78, Synergy_Loewe=-37.8, Synergy_HSA=4.02. (5) Drug 1: CNC(=O)C1=CC=CC=C1SC2=CC3=C(C=C2)C(=NN3)C=CC4=CC=CC=N4. Drug 2: C1C(C(OC1N2C=NC3=C(N=C(N=C32)Cl)N)CO)O. Cell line: PC-3. Synergy scores: CSS=2.95, Synergy_ZIP=-0.835, Synergy_Bliss=0.738, Synergy_Loewe=-8.22, Synergy_HSA=-1.54.